Regression/Classification. Given a drug SMILES string, predict its absorption, distribution, metabolism, or excretion properties. Task type varies by dataset: regression for continuous measurements (e.g., permeability, clearance, half-life) or binary classification for categorical outcomes (e.g., BBB penetration, CYP inhibition). Dataset: cyp2d6_veith. From a dataset of CYP2D6 inhibition data for predicting drug metabolism from PubChem BioAssay. (1) The molecule is CCN(CC)Cc1c(O)c(Cl)cc2c3c(c(=O)oc12)CCCC3. The result is 1 (inhibitor). (2) The compound is Nc1nc(N)c(N=Nc2ccc(C(=O)O)c(O)c2)c(N)n1. The result is 0 (non-inhibitor). (3) The compound is COc1ccc(OC)c(C2CC(=O)C3=C(C2)NC(=O)CC3c2ccc(O)c(OC)c2)c1. The result is 0 (non-inhibitor). (4) The compound is CCOC(=O)C(C)(C)Oc1ccc(Cl)cc1. The result is 0 (non-inhibitor). (5) The compound is COC(=O)CSc1nnc(CNc2ccc(Cl)cc2)n1-c1ccccc1. The result is 0 (non-inhibitor). (6) The drug is CCCCc1nc(SCC(=O)Nc2ncccn2)n[nH]1. The result is 0 (non-inhibitor). (7) The drug is CCCCN1C(=O)C(C2c3ccccc3C(=O)N2Cc2ccccc2)C(=O)NC1=S. The result is 0 (non-inhibitor).